This data is from Catalyst prediction with 721,799 reactions and 888 catalyst types from USPTO. The task is: Predict which catalyst facilitates the given reaction. (1) Reactant: [CH3:1][S:2]([N:5](S(C)(=O)=O)[C:6]1[CH:11]=[CH:10][C:9]([C:12]2[C:13]([C:18]([NH:20][C:21]3[CH:26]=[CH:25][C:24]([NH:27][CH2:28][CH2:29][C:30]4[CH:35]=[CH:34][CH:33]=[CH:32][N:31]=4)=[CH:23][CH:22]=3)=[O:19])=[CH:14][CH:15]=[CH:16][CH:17]=2)=[CH:8][CH:7]=1)(=[O:4])=[O:3].CO.[OH-].[Na+]. Product: [CH3:1][S:2]([NH:5][C:6]1[CH:11]=[CH:10][C:9]([C:12]2[C:13]([C:18]([NH:20][C:21]3[CH:26]=[CH:25][C:24]([NH:27][CH2:28][CH2:29][C:30]4[CH:35]=[CH:34][CH:33]=[CH:32][N:31]=4)=[CH:23][CH:22]=3)=[O:19])=[CH:14][CH:15]=[CH:16][CH:17]=2)=[CH:8][CH:7]=1)(=[O:3])=[O:4]. The catalyst class is: 7. (2) Reactant: [NH:1]1[C:9]2[C:4](=[N:5][CH:6]=[CH:7][CH:8]=2)[C:3]([C:10]([OH:12])=O)=[CH:2]1.F[P-](F)(F)(F)(F)F.N1(O[P+](N(C)C)(N(C)C)N(C)C)C2C=CC=CC=2N=N1.CN(C(ON1N=NC2C=CC=NC1=2)=[N+](C)C)C.F[P-](F)(F)(F)(F)F.Cl.[NH2:65][C@@H:66]1[CH2:71][CH2:70][CH2:69][CH2:68][C@H:67]1[OH:72]. Product: [OH:72][C@@H:67]1[CH2:68][CH2:69][CH2:70][CH2:71][C@H:66]1[NH:65][C:10]([C:3]1[C:4]2=[N:5][CH:6]=[CH:7][CH:8]=[C:9]2[NH:1][CH:2]=1)=[O:12]. The catalyst class is: 338. (3) Reactant: Cl.[N+:2]([C:5]1[CH:10]=[CH:9][C:8]([N:11]2[CH2:16][CH2:15][NH:14][CH2:13][CH2:12]2)=[CH:7][CH:6]=1)([O-:4])=[O:3].[CH:17](O)=O.C=O.[OH-].[Na+]. Product: [CH3:17][N:14]1[CH2:15][CH2:16][N:11]([C:8]2[CH:7]=[CH:6][C:5]([N+:2]([O-:4])=[O:3])=[CH:10][CH:9]=2)[CH2:12][CH2:13]1. The catalyst class is: 25. (4) Reactant: C(P([CH2:7][S:8]([O:11][CH2:12][CH3:13])(=[O:10])=[O:9])(CC)=O)C.C([Li])CCC.[CH:19]([CH:21]([N:25]([CH3:48])[C:26]([CH:28]([NH:33][C:34](=[O:47])[CH:35]([NH:45][CH3:46])[C:36]([CH3:44])([C:38]1[CH:43]=[CH:42][CH:41]=[CH:40][CH:39]=1)[CH3:37])[C:29]([CH3:32])([CH3:31])[CH3:30])=[O:27])[CH:22]([CH3:24])[CH3:23])=O. The catalyst class is: 1. Product: [CH3:46][NH:45][C@H:35]([C:34]([NH:33][C@H:28]([C:26]([N:25]([C@@H:21]([CH:22]([CH3:24])[CH3:23])/[CH:19]=[CH:7]/[S:8]([O:11][CH2:12][CH3:13])(=[O:9])=[O:10])[CH3:48])=[O:27])[C:29]([CH3:30])([CH3:31])[CH3:32])=[O:47])[C:36]([CH3:37])([CH3:44])[C:38]1[CH:43]=[CH:42][CH:41]=[CH:40][CH:39]=1.